This data is from Forward reaction prediction with 1.9M reactions from USPTO patents (1976-2016). The task is: Predict the product of the given reaction. (1) The product is: [Cl:27][CH:25]([O:24][C:22]([NH:2][CH2:3][C:4]1([CH2:10][C:11]([O:13][CH2:14][C:15]2[CH:16]=[CH:17][CH:18]=[CH:19][CH:20]=2)=[O:12])[CH2:9][CH2:8][CH2:7][CH2:6][CH2:5]1)=[O:23])[CH3:26]. Given the reactants Cl.[NH2:2][CH2:3][C:4]1([CH2:10][C:11]([O:13][CH2:14][C:15]2[CH:20]=[CH:19][CH:18]=[CH:17][CH:16]=2)=[O:12])[CH2:9][CH2:8][CH2:7][CH2:6][CH2:5]1.Cl[C:22]([O:24][CH:25]([Cl:27])[CH3:26])=[O:23].CN1CCOCC1, predict the reaction product. (2) Given the reactants [C:1]1([CH:7]([NH:19][S:20]([CH2:23][C:24]2[CH:29]=[CH:28][CH:27]=[CH:26][CH:25]=2)(=[O:22])=[O:21])[C:8]([O:10][C@@H:11]2[CH:16]3[CH2:17][CH2:18][N:13]([CH2:14][CH2:15]3)[CH2:12]2)=[O:9])[CH:6]=[CH:5][CH:4]=[CH:3][CH:2]=1.[Br:30][CH2:31][C:32]([C:34]1[CH:39]=[CH:38][CH:37]=[CH:36][CH:35]=1)=[O:33], predict the reaction product. The product is: [Br-:30].[O:33]=[C:32]([C:34]1[CH:39]=[CH:38][CH:37]=[CH:36][CH:35]=1)[CH2:31][N+:13]12[CH2:18][CH2:17][CH:16]([CH2:15][CH2:14]1)[C@@H:11]([O:10][C:8](=[O:9])[CH:7]([C:1]1[CH:2]=[CH:3][CH:4]=[CH:5][CH:6]=1)[NH:19][S:20]([CH2:23][C:24]1[CH:25]=[CH:26][CH:27]=[CH:28][CH:29]=1)(=[O:22])=[O:21])[CH2:12]2. (3) The product is: [CH3:19][NH:2][CH2:3][CH2:4][C:5]1[CH:14]=[C:9]([C:10]([O:12][CH3:13])=[O:11])[CH:8]=[C:7]([CH:6]=1)[C:15]([O:17][CH3:18])=[O:16]. Given the reactants Cl.[NH2:2][CH2:3][CH2:4][C:5]1[CH:6]=[C:7]([C:15]([O:17][CH3:18])=[O:16])[CH:8]=[C:9]([CH:14]=1)[C:10]([O:12][CH3:13])=[O:11].[CH3:19]N(C=O)C, predict the reaction product. (4) Given the reactants [CH2:1]([C:3]1[CH:8]=[C:7]([C:9](=[NH:12])[NH:10][OH:11])[CH:6]=[C:5]([CH3:13])[C:4]=1[CH2:14][CH2:15][C:16]([OH:18])=[O:17])C.CC1C=C(C=C(C)C=1O)C=O, predict the reaction product. The product is: [OH:11][NH:10][C:9]([C:7]1[CH:6]=[C:5]([CH3:13])[C:4]([CH2:14][CH2:15][C:16]([OH:18])=[O:17])=[C:3]([CH3:1])[CH:8]=1)=[NH:12]. (5) Given the reactants CS([C:5]1[O:6][C:7]([C:10]2[CH:11]=[CH:12][C:13]3[O:17][CH:16]=[C:15]([C:18]4[CH:23]=[CH:22][CH:21]=[C:20]([O:24][C:25]([F:28])([F:27])[F:26])[CH:19]=4)[C:14]=3[CH:29]=2)=[N:8][N:9]=1)(=O)=O.[N:30]#[C:31][NH2:32], predict the reaction product. The product is: [F:26][C:25]([F:28])([F:27])[O:24][C:20]1[CH:19]=[C:18]([C:15]2[C:14]3[CH:29]=[C:10]([C:7]4[O:6][C:5]([NH:32][C:31]#[N:30])=[N:9][N:8]=4)[CH:11]=[CH:12][C:13]=3[O:17][CH:16]=2)[CH:23]=[CH:22][CH:21]=1. (6) Given the reactants [F:1][C:2]1[CH:3]=[CH:4][CH:5]=[C:6]2[C:11]=1[NH:10][C:9](=[O:12])[N:8]([C:13]1[CH:18]=[C:17]([C:19]([F:22])([F:21])[F:20])[CH:16]=[CH:15][C:14]=1[O:23][CH3:24])[CH:7]2[CH2:25][C:26]([O:28][CH3:29])=[O:27].FC1C=CC=CC=1NC(NC1C=C(C(F)(F)F)C=CC=1OC)=O.C(OC)(=O)C=C, predict the reaction product. The product is: [F:1][C:2]1[C:11]([NH:10][C:9]([NH:8][C:13]2[CH:18]=[C:17]([C:19]([F:22])([F:21])[F:20])[CH:16]=[CH:15][C:14]=2[O:23][CH3:24])=[O:12])=[C:6](/[CH:7]=[CH:25]/[C:26]([O:28][CH3:29])=[O:27])[CH:5]=[CH:4][CH:3]=1. (7) Given the reactants [Cl:1][C:2]1[C:10]2[N:9]=[C:8]3[N:11]([C:15]4[C:16]([CH3:23])=[N:17][C:18]([OH:22])=[N:19][C:20]=4[CH3:21])[CH2:12][CH2:13][CH2:14][N:7]3[C:6]=2[C:5]([CH:24]([O:29][CH:30]([F:32])[F:31])[C:25]([F:28])([F:27])[F:26])=[CH:4][CH:3]=1.[OH-].[Na+].[F:35][C:36](F)([F:40])C(O)=O, predict the reaction product. The product is: [Cl:1][C:2]1[C:10]2[N:9]=[C:8]3[N:11]([C:15]4[C:16]([CH3:23])=[N:17][C:18]([O:22][CH:36]([F:40])[F:35])=[N:19][C:20]=4[CH3:21])[CH2:12][CH2:13][CH2:14][N:7]3[C:6]=2[C:5]([CH:24]([O:29][CH:30]([F:31])[F:32])[C:25]([F:28])([F:27])[F:26])=[CH:4][CH:3]=1. (8) Given the reactants [OH:1][C:2]1[CH:7]=[CH:6][C:5]([N+:8]([O-:10])=[O:9])=[CH:4][C:3]=1[C:11]([N:13]1[CH2:18][CH2:17][N:16]([C:19]2[CH:24]=[CH:23][C:22]([C:25]([F:28])([F:27])[F:26])=[CH:21][CH:20]=2)[CH2:15][CH2:14]1)=[O:12].C(=O)([O-])[O-].[K+].[K+].FC(F)(F)S(O[CH2:41][C:42]([F:48])([F:47])[C:43]([F:46])([F:45])[F:44])(=O)=O, predict the reaction product. The product is: [N+:8]([C:5]1[CH:6]=[CH:7][C:2]([O:1][CH2:41][C:42]([F:48])([F:47])[C:43]([F:46])([F:45])[F:44])=[C:3]([C:11]([N:13]2[CH2:18][CH2:17][N:16]([C:19]3[CH:24]=[CH:23][C:22]([C:25]([F:28])([F:27])[F:26])=[CH:21][CH:20]=3)[CH2:15][CH2:14]2)=[O:12])[CH:4]=1)([O-:10])=[O:9]. (9) Given the reactants [CH3:1][S:2]([NH2:5])(=[O:4])=[O:3].C1CCN2C(=NCCC2)CC1.[Cl:17][C:18]1[CH:19]=[C:20]([O:25][C:26]2[C:41]([F:42])=[CH:40][C:29]([C:30](OC3C=CC(C)=CC=3)=[O:31])=[C:28]([F:43])[CH:27]=2)[CH:21]=[N:22][C:23]=1[F:24], predict the reaction product. The product is: [Cl:17][C:18]1[CH:19]=[C:20]([O:25][C:26]2[C:41]([F:42])=[CH:40][C:29]([C:30]([NH:5][S:2]([CH3:1])(=[O:4])=[O:3])=[O:31])=[C:28]([F:43])[CH:27]=2)[CH:21]=[N:22][C:23]=1[F:24]. (10) Given the reactants [Cl:1][C:2]1[CH:3]=[CH:4][C:5]([C:11]([F:14])([F:13])[F:12])=[C:6]([CH:10]=1)[C:7](O)=[O:8].O.C(=O)([O-])[O-].[K+].[K+], predict the reaction product. The product is: [Cl:1][C:2]1[CH:3]=[CH:4][C:5]([C:11]([F:12])([F:13])[F:14])=[C:6]([CH2:7][OH:8])[CH:10]=1.